This data is from Full USPTO retrosynthesis dataset with 1.9M reactions from patents (1976-2016). The task is: Predict the reactants needed to synthesize the given product. (1) Given the product [CH2:17]([C:19]1[O:20][C:21]([C:25]([NH:13][C:12]2[CH:14]=[CH:15][C:9]([B:4]3[O:3][C:2]([CH3:16])([CH3:1])[C:6]([CH3:7])([CH3:8])[O:5]3)=[CH:10][CH:11]=2)=[O:26])=[C:22]([CH3:24])[N:23]=1)[CH3:18], predict the reactants needed to synthesize it. The reactants are: [CH3:1][C:2]1([CH3:16])[C:6]([CH3:8])([CH3:7])[O:5][B:4]([C:9]2[CH:15]=[CH:14][C:12]([NH2:13])=[CH:11][CH:10]=2)[O:3]1.[CH2:17]([C:19]1[O:20][C:21]([C:25](O)=[O:26])=[C:22]([CH3:24])[N:23]=1)[CH3:18].CCN(C(C)C)C(C)C.CN(C(ON1N=NC2C=CC=NC1=2)=[N+](C)C)C.F[P-](F)(F)(F)(F)F. (2) Given the product [OH:6][CH:5]([C:7]1[CH:12]=[CH:11][CH:10]=[CH:9][CH:8]=1)[CH2:4][CH2:3][N:2]([CH3:1])[C:28](=[O:29])[O:30][C:31]([CH3:32])([CH3:33])[CH3:34], predict the reactants needed to synthesize it. The reactants are: [CH3:1][NH:2][CH2:3][CH2:4][CH:5]([C:7]1[CH:12]=[CH:11][CH:10]=[CH:9][CH:8]=1)[OH:6].C(N(CC)CC)C.[C:28](O[C:28]([O:30][C:31]([CH3:34])([CH3:33])[CH3:32])=[O:29])([O:30][C:31]([CH3:34])([CH3:33])[CH3:32])=[O:29].[Cl-].[NH4+].